Dataset: NCI-60 drug combinations with 297,098 pairs across 59 cell lines. Task: Regression. Given two drug SMILES strings and cell line genomic features, predict the synergy score measuring deviation from expected non-interaction effect. (1) Drug 1: C1CN(P(=O)(OC1)NCCCl)CCCl. Drug 2: CCC1(C2=C(COC1=O)C(=O)N3CC4=CC5=C(C=CC(=C5CN(C)C)O)N=C4C3=C2)O.Cl. Cell line: UACC-257. Synergy scores: CSS=11.2, Synergy_ZIP=-2.91, Synergy_Bliss=0.750, Synergy_Loewe=-94.0, Synergy_HSA=-2.13. (2) Drug 1: C1CCC(C1)C(CC#N)N2C=C(C=N2)C3=C4C=CNC4=NC=N3. Drug 2: CCCS(=O)(=O)NC1=C(C(=C(C=C1)F)C(=O)C2=CNC3=C2C=C(C=N3)C4=CC=C(C=C4)Cl)F. Cell line: NCI/ADR-RES. Synergy scores: CSS=-0.529, Synergy_ZIP=0.831, Synergy_Bliss=-0.985, Synergy_Loewe=-1.59, Synergy_HSA=-2.40. (3) Drug 1: C1CCC(C(C1)N)N.C(=O)(C(=O)[O-])[O-].[Pt+4]. Drug 2: CC12CCC3C(C1CCC2OP(=O)(O)O)CCC4=C3C=CC(=C4)OC(=O)N(CCCl)CCCl.[Na+]. Cell line: T-47D. Synergy scores: CSS=19.4, Synergy_ZIP=-6.97, Synergy_Bliss=-3.94, Synergy_Loewe=-34.1, Synergy_HSA=-5.71. (4) Drug 1: C1CNP(=O)(OC1)N(CCCl)CCCl. Drug 2: C1C(C(OC1N2C=NC3=C2NC=NCC3O)CO)O. Cell line: UACC-257. Synergy scores: CSS=-4.55, Synergy_ZIP=2.34, Synergy_Bliss=0.647, Synergy_Loewe=-2.56, Synergy_HSA=-3.61. (5) Drug 1: C1CCC(CC1)NC(=O)N(CCCl)N=O. Drug 2: CC1=C(C=C(C=C1)NC(=O)C2=CC=C(C=C2)CN3CCN(CC3)C)NC4=NC=CC(=N4)C5=CN=CC=C5. Cell line: TK-10. Synergy scores: CSS=5.75, Synergy_ZIP=-1.06, Synergy_Bliss=1.93, Synergy_Loewe=-4.07, Synergy_HSA=-2.18. (6) Drug 1: CC(C1=C(C=CC(=C1Cl)F)Cl)OC2=C(N=CC(=C2)C3=CN(N=C3)C4CCNCC4)N. Drug 2: CC1C(C(CC(O1)OC2CC(CC3=C2C(=C4C(=C3O)C(=O)C5=CC=CC=C5C4=O)O)(C(=O)C)O)N)O. Cell line: SNB-75. Synergy scores: CSS=43.7, Synergy_ZIP=2.64, Synergy_Bliss=2.79, Synergy_Loewe=-23.4, Synergy_HSA=3.18. (7) Drug 1: CC1=C(C(CCC1)(C)C)C=CC(=CC=CC(=CC(=O)O)C)C. Drug 2: C1=NC(=NC(=O)N1C2C(C(C(O2)CO)O)O)N. Cell line: HT29. Synergy scores: CSS=32.0, Synergy_ZIP=10.3, Synergy_Bliss=8.42, Synergy_Loewe=5.86, Synergy_HSA=10.5.